Dataset: Full USPTO retrosynthesis dataset with 1.9M reactions from patents (1976-2016). Task: Predict the reactants needed to synthesize the given product. (1) Given the product [CH3:30][O:29][C:26]1[CH:27]=[C:28]2[C:23](=[CH:24][C:25]=1[O:31][CH2:32][CH2:33][CH2:34][N:35]1[CH2:40][CH2:39][O:38][CH2:37][CH2:36]1)[N:22]=[CH:21][N:20]=[C:19]2[O:1][C:2]1[CH:11]=[C:10]2[C:5]([CH:6]=[N:7][CH:8]=[N:9]2)=[CH:4][CH:3]=1, predict the reactants needed to synthesize it. The reactants are: [OH:1][C:2]1[CH:11]=[C:10]2[C:5]([CH:6]=[N:7][CH:8]=[N:9]2)=[CH:4][CH:3]=1.C(=O)([O-])[O-].[K+].[K+].Cl[C:19]1[C:28]2[C:23](=[CH:24][C:25]([O:31][CH2:32][CH2:33][CH2:34][N:35]3[CH2:40][CH2:39][O:38][CH2:37][CH2:36]3)=[C:26]([O:29][CH3:30])[CH:27]=2)[N:22]=[CH:21][N:20]=1.[Cl-].[NH4+]. (2) Given the product [OH:16][C:11]1[CH:10]=[C:9]([CH2:8][C@@:7]([NH:18][NH2:19])([CH3:17])[C:6]([O:5][CH2:4][C:1]2[CH:40]=[C:25]([CH:24]=[CH:23][CH:22]=2)[C:26]([OH:28])=[O:27])=[O:20])[CH:14]=[CH:13][C:12]=1[OH:15], predict the reactants needed to synthesize it. The reactants are: [C:1]([CH2:4][O:5][C:6](=[O:20])[C@:7]([NH:18][NH2:19])([CH3:17])[CH2:8][C:9]1[CH:14]=[CH:13][C:12]([OH:15])=[C:11]([OH:16])[CH:10]=1)(O)=O.Cl[CH2:22][C:23]1[CH:24]=[C:25]([CH:40]=CC=1)[C:26]([O:28]CC1C=CC(OC)=CC=1OC)=[O:27]. (3) Given the product [CH3:21][N:24]([CH3:25])[CH2:17][C:18]([N:8]1[CH2:7][CH2:6][C:5]2[C:10](=[CH:11][C:12]([N+:13]([O-:15])=[O:14])=[C:3]([O:2][CH3:1])[CH:4]=2)[CH2:9]1)=[O:19], predict the reactants needed to synthesize it. The reactants are: [CH3:1][O:2][C:3]1[CH:4]=[C:5]2[C:10](=[CH:11][C:12]=1[N+:13]([O-:15])=[O:14])[CH2:9][NH:8][CH2:7][CH2:6]2.Br[CH2:17][C:18](Cl)=[O:19].[CH:21]([N:24](C(C)C)[CH2:25]C)(C)C. (4) Given the product [Cl:1][C:2]1[CH:3]=[CH:4][C:5]([S:23]([CH2:26][CH3:27])(=[O:25])=[O:24])=[C:6]([CH2:8][NH:9][C:10](=[O:22])[C:11]2[CH:16]=[CH:15][C:14]([O:17][C@@H:29]3[CH2:34][CH2:33][CH2:32][NH:31][CH2:30]3)=[C:13]([C:18]([F:21])([F:19])[F:20])[CH:12]=2)[CH:7]=1, predict the reactants needed to synthesize it. The reactants are: [Cl:1][C:2]1[CH:3]=[CH:4][C:5]([S:23]([CH2:26][CH3:27])(=[O:25])=[O:24])=[C:6]([CH2:8][NH:9][C:10](=[O:22])[C:11]2[CH:16]=[CH:15][C:14]([OH:17])=[C:13]([C:18]([F:21])([F:20])[F:19])[CH:12]=2)[CH:7]=1.O[C@H:29]1[CH2:34][CH2:33][CH2:32][N:31](C(OC(C)(C)C)=O)[CH2:30]1.